This data is from Full USPTO retrosynthesis dataset with 1.9M reactions from patents (1976-2016). The task is: Predict the reactants needed to synthesize the given product. (1) Given the product [Cl:15][C:16]1[CH:17]=[C:18]([C:2]2[CH:7]=[CH:6][C:5]([S:8][CH2:9][CH3:10])=[CH:4][C:3]=2[C:11]([F:14])([F:13])[F:12])[C:19]([OH:25])=[CH:20][CH:21]=1, predict the reactants needed to synthesize it. The reactants are: Br[C:2]1[CH:7]=[CH:6][C:5]([S:8][CH2:9][CH3:10])=[CH:4][C:3]=1[C:11]([F:14])([F:13])[F:12].[Cl:15][C:16]1[CH:17]=[CH:18][C:19]([OH:25])=[C:20](B(O)O)[CH:21]=1. (2) Given the product [Cl:1][C:2]1[CH:10]=[C:9]([CH:8]=[CH:7][C:3]=1[C:4]([N:26]1[CH2:31][CH2:30][CH2:29][CH2:28][CH2:27]1)=[O:6])[C:11]([NH:13][CH:14]([C:16]1[NH:20][C:19]2[CH:21]=[CH:22][C:23]([Cl:25])=[CH:24][C:18]=2[N:17]=1)[CH3:15])=[O:12], predict the reactants needed to synthesize it. The reactants are: [Cl:1][C:2]1[CH:10]=[C:9]([C:11]([NH:13][CH:14]([C:16]2[NH:20][C:19]3[CH:21]=[CH:22][C:23]([Cl:25])=[CH:24][C:18]=3[N:17]=2)[CH3:15])=[O:12])[CH:8]=[CH:7][C:3]=1[C:4]([OH:6])=O.[NH:26]1[CH2:31][CH2:30][CH2:29][CH2:28][CH2:27]1.C(N(C(C)C)CC)(C)C.ClCl. (3) Given the product [C:14]([O:13][C:11]([N:8]1[CH2:9][CH2:10][C:4]2[CH:3]=[C:2]([NH2:1])[CH:19]=[CH:18][C:5]=2[CH:6]([Cl:20])[CH2:7]1)=[O:12])([CH3:16])([CH3:15])[CH3:17], predict the reactants needed to synthesize it. The reactants are: [NH2:1][C:2]1[CH:19]=[CH:18][C:5]2[CH2:6][CH2:7][N:8]([C:11]([O:13][C:14]([CH3:17])([CH3:16])[CH3:15])=[O:12])[CH2:9][CH2:10][C:4]=2[CH:3]=1.[Cl:20]N1C(=O)CCC1=O.S([O-])([O-])=O.[Na+].[Na+]. (4) Given the product [CH2:19]([NH:26][C:27]([N:16]1[CH2:17][CH2:18][N:13]([C:12]2[C:7]([C:1]3[CH:2]=[CH:3][CH:4]=[CH:5][CH:6]=3)=[N:8][CH:9]=[N:10][CH:11]=2)[CH2:14][CH2:15]1)=[O:28])[C:20]1[CH:25]=[CH:24][CH:23]=[CH:22][CH:21]=1, predict the reactants needed to synthesize it. The reactants are: [C:1]1([C:7]2[C:12]([N:13]3[CH2:18][CH2:17][NH:16][CH2:15][CH2:14]3)=[CH:11][N:10]=[CH:9][N:8]=2)[CH:6]=[CH:5][CH:4]=[CH:3][CH:2]=1.[CH2:19]([N:26]=[C:27]=[O:28])[C:20]1[CH:25]=[CH:24][CH:23]=[CH:22][CH:21]=1. (5) Given the product [Cl:1][C:2]1[CH:11]=[CH:10][CH:9]=[C:8]2[C:3]=1[CH:4]=[C:5]([C:22]1[CH:27]=[CH:26][CH:25]=[CH:24][N:23]=1)[C:6]([CH:12]([NH2:14])[CH3:13])=[N:7]2, predict the reactants needed to synthesize it. The reactants are: [Cl:1][C:2]1[CH:11]=[CH:10][CH:9]=[C:8]2[C:3]=1[CH:4]=[C:5]([C:22]1[CH:27]=[CH:26][CH:25]=[CH:24][N:23]=1)[C:6]([CH:12]([NH:14]C(=O)OC(C)(C)C)[CH3:13])=[N:7]2.FC(F)(F)C(O)=O.